This data is from CYP2D6 inhibition data for predicting drug metabolism from PubChem BioAssay. The task is: Regression/Classification. Given a drug SMILES string, predict its absorption, distribution, metabolism, or excretion properties. Task type varies by dataset: regression for continuous measurements (e.g., permeability, clearance, half-life) or binary classification for categorical outcomes (e.g., BBB penetration, CYP inhibition). Dataset: cyp2d6_veith. (1) The drug is CCOc1ccc(NC(=O)c2ccc(Br)o2)c([N+](=O)[O-])c1. The result is 0 (non-inhibitor). (2) The compound is OC(COCc1ccccc1)Cn1cnc2ccccc21. The result is 1 (inhibitor). (3) The compound is Cc1cccc(CNc2ncnc3ccc(-c4ccc5c(c4)OCO5)cc23)c1. The result is 1 (inhibitor).